Dataset: Catalyst prediction with 721,799 reactions and 888 catalyst types from USPTO. Task: Predict which catalyst facilitates the given reaction. Reactant: COC1C=C(OC)C=CC=1C[NH:12][C:13]1[N:18]=[CH:17][C:16]2[CH2:19][N:20](CC3C=CC(OC)=CC=3OC)[CH2:21][C:15]=2[CH:14]=1. Product: [CH2:21]1[C:15]2[CH:14]=[C:13]([NH2:12])[N:18]=[CH:17][C:16]=2[CH2:19][NH:20]1. The catalyst class is: 67.